This data is from Forward reaction prediction with 1.9M reactions from USPTO patents (1976-2016). The task is: Predict the product of the given reaction. (1) Given the reactants C(N(CC)C(C)C)(C)C.[SH:10][CH2:11][CH2:12][C:13]([O:15][CH3:16])=[O:14].[CH3:17][C:18]([CH3:24])([CH2:22][CH3:23])[C:19](Cl)=[O:20].II, predict the reaction product. The product is: [CH3:17][C:18]([CH3:24])([CH2:22][CH3:23])[C:19]([S:10][CH2:11][CH2:12][C:13]([O:15][CH3:16])=[O:14])=[O:20]. (2) Given the reactants [CH2:1]1[CH2:11][C:9](=[O:10])[C:8]2[C:3](=[CH:4][CH:5]=[CH:6][CH:7]=2)[CH2:2]1.B(F)(F)F.[CH3:16][CH2:17]OCC.CC[OH:23], predict the reaction product. The product is: [CH:11]1([C:9]([O:10][CH2:16][CH3:17])=[O:23])[C:4]2[C:3](=[CH:8][CH:7]=[CH:6][CH:5]=2)[CH2:2][CH2:1]1.